This data is from Full USPTO retrosynthesis dataset with 1.9M reactions from patents (1976-2016). The task is: Predict the reactants needed to synthesize the given product. (1) Given the product [Cl:1][C:2]1[CH:7]=[CH:6][CH:5]=[CH:4][C:3]=1[C:8]1[N:9]([C:21]2[CH:26]=[CH:25][C:24]([N+:27]([O-:29])=[O:28])=[CH:23][CH:22]=2)[C:10]([CH3:20])=[C:11]([C:13]([OH:15])=[O:14])[N:12]=1, predict the reactants needed to synthesize it. The reactants are: [Cl:1][C:2]1[CH:7]=[CH:6][CH:5]=[CH:4][C:3]=1[C:8]1[N:9]([C:21]2[CH:26]=[CH:25][C:24]([N+:27]([O-:29])=[O:28])=[CH:23][CH:22]=2)[C:10]([CH3:20])=[C:11]([C:13]([O:15]C(C)(C)C)=[O:14])[N:12]=1.FC(F)(F)C(O)=O. (2) Given the product [CH3:3][C:4]1([CH3:22])[CH2:8][CH:7]2[CH:9]([CH:18]=[O:24])[C:10]([N+:15]([O-:17])=[O:16])=[C:11]([CH3:14])[C:12]([CH3:13])=[C:6]2[O:5]1, predict the reactants needed to synthesize it. The reactants are: [H-].[Na+].[CH3:3][C:4]1([CH3:22])[CH2:8][CH:7]2[CH:9]([CH2:18][N+]([O-])=O)[C:10]([N+:15]([O-:17])=[O:16])=[C:11]([CH3:14])[C:12]([CH3:13])=[C:6]2[O:5]1.[Mn]([O-])(=O)(=O)=[O:24].[K+].B(O)(O)O.S([O-])([O-])(=O)=S.[Na+].[Na+]. (3) Given the product [O:16]1[C:20]2[CH:21]=[CH:22][C:23]([CH:25]([N:27]3[CH2:32][CH2:31][N:30]([CH2:2][C:3]4[S:7][C:6]([N:8]5[CH2:13][CH2:12][NH:11][C:10](=[O:14])[CH2:9]5)=[N:5][CH:4]=4)[CH2:29][CH2:28]3)[CH3:26])=[CH:24][C:19]=2[O:18][CH2:17]1, predict the reactants needed to synthesize it. The reactants are: Cl[CH2:2][C:3]1[S:7][C:6]([N:8]2[CH2:13][CH2:12][NH:11][C:10](=[O:14])[CH2:9]2)=[N:5][CH:4]=1.Cl.[O:16]1[C:20]2[CH:21]=[CH:22][C:23]([CH:25]([N:27]3[CH2:32][CH2:31][NH:30][CH2:29][CH2:28]3)[CH3:26])=[CH:24][C:19]=2[O:18][CH2:17]1. (4) Given the product [C:21]([C:5]([C:11]1[CH:16]=[CH:15][C:14]([O:17][CH3:18])=[C:13]([O:19][CH3:20])[CH:12]=1)([C:6]([O:8][CH2:9][CH3:10])=[O:7])[CH2:4][CH2:3][CH2:2][N:24]([CH3:23])[CH2:25][CH2:26][C:27]1[CH:37]=[CH:36][C:30]([C:31]([O:33][CH2:34][CH3:35])=[O:32])=[CH:29][CH:28]=1)#[N:22], predict the reactants needed to synthesize it. The reactants are: Br[CH2:2][CH2:3][CH2:4][C:5]([C:21]#[N:22])([C:11]1[CH:16]=[CH:15][C:14]([O:17][CH3:18])=[C:13]([O:19][CH3:20])[CH:12]=1)[C:6]([O:8][CH2:9][CH3:10])=[O:7].[CH3:23][NH:24][CH2:25][CH2:26][C:27]1[CH:37]=[CH:36][C:30]([C:31]([O:33][CH2:34][CH3:35])=[O:32])=[CH:29][CH:28]=1. (5) Given the product [Cl:1][C:2]1[CH:10]=[CH:9][CH:8]=[C:7]2[C:3]=1[C:4]([CH2:11][C:12]#[N:13])=[CH:5][N:6]2[C:29]([NH2:28])=[O:30], predict the reactants needed to synthesize it. The reactants are: [Cl:1][C:2]1[CH:10]=[CH:9][CH:8]=[C:7]2[C:3]=1[C:4]([CH2:11][C:12]#[N:13])=[CH:5][NH:6]2.ClC1C=CC=C2C=1C=CN2.ClS([N:28]=[C:29]=[O:30])(=O)=O. (6) Given the product [CH3:30][C:24]1[C:25](=[CH:26][C:27](=[CH:28][CH:29]=1)[N:21]=[C:22]=[O:23])[N:18]=[C:19]=[O:20], predict the reactants needed to synthesize it. The reactants are: OCC1COC(=O)O1.CN(C)C1CCCCC1.[N-:18]=[C:19]=[O:20].[N-:21]=[C:22]=[O:23].[C:24]1([CH3:30])[CH:29]=[CH:28][CH:27]=[CH:26][CH:25]=1. (7) Given the product [Cl:16][C:6]1[C:14]([CH3:15])=[CH:13][CH:12]=[CH:11][C:7]=1[C:8]([OH:10])=[O:9], predict the reactants needed to synthesize it. The reactants are: N([O-])=O.[Na+].N[C:6]1[C:14]([CH3:15])=[CH:13][CH:12]=[CH:11][C:7]=1[C:8]([OH:10])=[O:9].[ClH:16]. (8) Given the product [CH3:29][O:28][C:3]1[CH:4]=[C:5]2[C:10](=[CH:11][C:2]=1[N:9]1[CH2:10][CH2:5][CH:30]([N:31]3[CH2:35][CH2:34][CH2:33][CH2:32]3)[CH2:7][CH2:8]1)[N:9]=[CH:8][C:7]([C:12]#[N:13])=[C:6]2[NH:14][C:15]1[CH:20]=[CH:19][C:18]([S:21][C:22]2[CH:27]=[CH:26][CH:25]=[CH:24][N:23]=2)=[CH:17][CH:16]=1, predict the reactants needed to synthesize it. The reactants are: F[C:2]1[CH:11]=[C:10]2[C:5]([C:6]([NH:14][C:15]3[CH:20]=[CH:19][C:18]([S:21][C:22]4[CH:27]=[CH:26][CH:25]=[CH:24][N:23]=4)=[CH:17][CH:16]=3)=[C:7]([C:12]#[N:13])[CH:8]=[N:9]2)=[CH:4][C:3]=1[O:28][CH3:29].[CH3:30][N:31]1[CH2:35][CH2:34][CH2:33][C:32]1=O. (9) Given the product [CH3:14][C:10]1[CH:11]=[C:12]([CH3:13])[N:8]([C:6]2[N:5]=[C:4]([NH:15][C:16](=[O:18])[CH3:17])[CH:3]=[C:2]([N:25]3[CH2:29][CH2:28][CH2:27][CH2:26]3)[N:7]=2)[N:9]=1, predict the reactants needed to synthesize it. The reactants are: Cl[C:2]1[N:7]=[C:6]([N:8]2[C:12]([CH3:13])=[CH:11][C:10]([CH3:14])=[N:9]2)[N:5]=[C:4]([NH:15][C:16](=[O:18])[CH3:17])[CH:3]=1.C(=O)([O-])[O-].[Cs+].[Cs+].[NH:25]1[CH2:29][CH2:28][CH2:27][CH2:26]1.